Predict the reaction yield, written as a fraction of the theoretical maximum amount of product (1.0 means a 100% yield; for example, 0.34 means a 34% yield). From a dataset of Reaction yield outcomes from USPTO patents with 853,638 reactions. (1) The reactants are [Si:1]([O:8][CH2:9][CH2:10][O:11][C:12]1[CH:13]=CC(C=O)=N[C:17]=1[C:18]1[CH:23]=[CH:22][C:21]([S:24]([CH3:27])(=[O:26])=[O:25])=[CH:20][CH:19]=1)([C:4]([CH3:7])([CH3:6])[CH3:5])([CH3:3])[CH3:2].[NH2:30][C:31]1[CH:39]=[C:38]([O:40][CH3:41])[CH:37]=[C:36]([O:42][CH3:43])[C:32]=1[C:33]([NH2:35])=[O:34].OS([O-])=O.[Na+].O.[C:50]1([CH3:60])[CH:55]=CC(S(O)(=O)=O)=C[CH:51]=1. The catalyst is CN(C)C(=O)C. The product is [Si:1]([O:8][CH2:9][CH2:10][O:11][C:12]1[C:17]([C:18]2[CH:23]=[CH:22][C:21]([S:24]([CH3:27])(=[O:25])=[O:26])=[CH:20][CH:19]=2)=[CH:55][C:50]([C:60]2[NH:35][C:33](=[O:34])[C:32]3[C:31](=[CH:39][C:38]([O:40][CH3:41])=[CH:37][C:36]=3[O:42][CH3:43])[N:30]=2)=[CH:51][CH:13]=1)([C:4]([CH3:7])([CH3:5])[CH3:6])([CH3:2])[CH3:3]. The yield is 0.980. (2) The reactants are [H-].[Na+].[Cl:3][C:4]1[CH:5]=[C:6]([C:10]2[O:14][N:13]=[C:12]([NH:15][CH3:16])[N:11]=2)[CH:7]=[CH:8][CH:9]=1.Cl[CH2:18][C:19]1[N:20]([CH3:30])[C:21]([C:24]2[CH:29]=[CH:28][N:27]=[CH:26][CH:25]=2)=[N:22][N:23]=1.[NH4+].[Cl-]. The catalyst is CN(C=O)C. The yield is 0.540. The product is [Cl:3][C:4]1[CH:5]=[C:6]([C:10]2[O:14][N:13]=[C:12]([N:15]([CH3:16])[CH2:18][C:19]3[N:20]([CH3:30])[C:21]([C:24]4[CH:29]=[CH:28][N:27]=[CH:26][CH:25]=4)=[N:22][N:23]=3)[N:11]=2)[CH:7]=[CH:8][CH:9]=1. (3) The reactants are [C:1]1([S:7]([N:10]2[C:14]3=[N:15][CH:16]=[C:17]([F:19])[CH:18]=[C:13]3[CH:12]=[C:11]2[C:20](OS(C2C=CC(C)=CC=2)(=O)=O)=[CH:21][CH:22]2[CH2:26][CH2:25][CH2:24][CH2:23]2)(=[O:9])=[O:8])[CH:6]=[CH:5][CH:4]=[CH:3][CH:2]=1.[CH3:38][O:39][C:40](=[O:57])[C:41]1[CH:46]=[CH:45][C:44](B2OC(C)(C)C(C)(C)O2)=[CH:43][C:42]=1[F:56].C(=O)([O-])[O-].[Na+].[Na+]. The catalyst is O1CCOCC1.C(OCC)(=O)C.Cl[Pd](Cl)([P](C1C=CC=CC=1)(C1C=CC=CC=1)C1C=CC=CC=1)[P](C1C=CC=CC=1)(C1C=CC=CC=1)C1C=CC=CC=1. The product is [CH3:38][O:39][C:40](=[O:57])[C:41]1[CH:46]=[CH:45][C:44]([C:20]([C:11]2[N:10]([S:7]([C:1]3[CH:2]=[CH:3][CH:4]=[CH:5][CH:6]=3)(=[O:9])=[O:8])[C:14]3=[N:15][CH:16]=[C:17]([F:19])[CH:18]=[C:13]3[CH:12]=2)=[CH:21][CH:22]2[CH2:26][CH2:25][CH2:24][CH2:23]2)=[CH:43][C:42]=1[F:56]. The yield is 0.860. (4) The reactants are Br[C:2]1[CH:6]=[CH:5][O:4][C:3]=1[CH:7]1[O:11][CH2:10][CH2:9][O:8]1.C([Li])(C)(C)C.CN([CH:20]=[O:21])C.O.O.C(O)(=O)C(O)=O. The catalyst is CCOCC.O. The product is [O:8]1[CH2:9][CH2:10][O:11][CH:7]1[C:3]1[O:4][CH:5]=[CH:6][C:2]=1[CH:20]=[O:21]. The yield is 0.680. (5) The reactants are [F:1][C:2]1[CH:9]=[CH:8][C:5]([C:6]#[N:7])=[C:4]([C:10]2[N:11]=[N:12][N:13]([CH3:15])[N:14]=2)[CH:3]=1.[ClH:16]. The catalyst is C(O)C.[Pd]. The product is [ClH:16].[F:1][C:2]1[CH:9]=[CH:8][C:5]([CH2:6][NH2:7])=[C:4]([C:10]2[N:11]=[N:12][N:13]([CH3:15])[N:14]=2)[CH:3]=1. The yield is 0.910. (6) The reactants are C1C=C(Cl)C=C([C:8](OO)=[O:9])C=1.[C:12]([C:16]1[CH:21]=[CH:20][C:19]([NH:22][C:23]2[C:24]3[CH2:34][CH2:33][N:32]([C:35]4[C:40]([Cl:41])=[CH:39][CH:38]=[CH:37][N:36]=4)[CH2:31][C:25]=3[N:26]=[C:27](SC)[N:28]=2)=[CH:18][CH:17]=1)([CH3:15])([CH3:14])[CH3:13].C[O-].[Na+]. The catalyst is C(O)C. The product is [C:12]([C:16]1[CH:21]=[CH:20][C:19]([NH:22][C:23]2[C:24]3[CH2:34][CH2:33][N:32]([C:35]4[C:40]([Cl:41])=[CH:39][CH:38]=[CH:37][N:36]=4)[CH2:31][C:25]=3[N:26]=[C:27]([O:9][CH3:8])[N:28]=2)=[CH:18][CH:17]=1)([CH3:15])([CH3:14])[CH3:13]. The yield is 0.390. (7) The reactants are C[O:2][C:3](=[O:24])[CH:4]=[CH:5][C:6]1[CH:11]=[CH:10][CH:9]=[C:8]([S:12](=[O:23])(=[O:22])[NH:13][C:14]2[CH:19]=[CH:18][CH:17]=[CH:16][C:15]=2[O:20][CH3:21])[CH:7]=1.CO. No catalyst specified. The product is [CH3:21][O:20][C:15]1[CH:16]=[CH:17][CH:18]=[CH:19][C:14]=1[NH:13][S:12]([C:8]1[CH:7]=[C:6]([CH:5]=[CH:4][C:3]([OH:24])=[O:2])[CH:11]=[CH:10][CH:9]=1)(=[O:22])=[O:23]. The yield is 0.920.